From a dataset of Catalyst prediction with 721,799 reactions and 888 catalyst types from USPTO. Predict which catalyst facilitates the given reaction. (1) Reactant: F[C:2]1[CH:7]=[C:6]([O:8][CH2:9][C:10]2[CH:15]=[CH:14][C:13]([O:16][CH3:17])=[CH:12][CH:11]=2)[CH:5]=[CH:4][C:3]=1[N+:18]([O-:20])=[O:19].Cl.[NH2:22][C@@H:23]1[CH2:28][CH2:27][C@H:26]([C:29]([NH:31][CH:32]([CH3:34])[CH3:33])=[O:30])[CH2:25][CH2:24]1.CCN(C(C)C)C(C)C. Product: [CH:32]([NH:31][C:29]([C@H:26]1[CH2:25][CH2:24][C@@H:23]([NH:22][C:2]2[CH:7]=[C:6]([O:8][CH2:9][C:10]3[CH:15]=[CH:14][C:13]([O:16][CH3:17])=[CH:12][CH:11]=3)[CH:5]=[CH:4][C:3]=2[N+:18]([O-:20])=[O:19])[CH2:28][CH2:27]1)=[O:30])([CH3:34])[CH3:33]. The catalyst class is: 10. (2) Reactant: [N+:1]([C:4]1[CH:9]=[C:8]([N+:10]([O-:12])=[O:11])[CH:7]=[CH:6][C:5]=1Cl)([O-:3])=[O:2].[NH2:14][C@@H:15]([C:21]1[CH:26]=[CH:25][CH:24]=[CH:23][CH:22]=1)[CH2:16][C:17]([O:19][CH3:20])=[O:18].C(N(CC)CC)C. Product: [N+:1]([C:4]1[CH:9]=[C:8]([N+:10]([O-:12])=[O:11])[CH:7]=[CH:6][C:5]=1[NH:14][C@@H:15]([C:21]1[CH:26]=[CH:25][CH:24]=[CH:23][CH:22]=1)[CH2:16][C:17]([O:19][CH3:20])=[O:18])([O-:3])=[O:2]. The catalyst class is: 5. (3) Reactant: [Cl:1][C:2]1[CH:3]=[CH:4][C:5]2[N:11]3[C:12]([C:15]([F:18])([F:17])[F:16])=[N:13][N:14]=[C:10]3[C@@H:9]([CH2:19][C:20](O)=[O:21])[S:8][C@H:7]([C:23]3[CH:28]=[CH:27][CH:26]=[C:25]([O:29][CH3:30])[C:24]=3[O:31][CH3:32])[C:6]=2[CH:33]=1.[NH:34]1[CH2:39][CH2:38][CH:37]([CH2:40][C:41]([O:43][CH2:44][CH3:45])=[O:42])[CH2:36][CH2:35]1.Cl.C(N=C=NCCCN(C)C)C.O.ON1C2C=CC=CC=2N=N1. Product: [Cl:1][C:2]1[CH:3]=[CH:4][C:5]2[N:11]3[C:12]([C:15]([F:18])([F:17])[F:16])=[N:13][N:14]=[C:10]3[C@@H:9]([CH2:19][C:20]([N:34]3[CH2:39][CH2:38][CH:37]([CH2:40][C:41]([O:43][CH2:44][CH3:45])=[O:42])[CH2:36][CH2:35]3)=[O:21])[S:8][C@H:7]([C:23]3[CH:28]=[CH:27][CH:26]=[C:25]([O:29][CH3:30])[C:24]=3[O:31][CH3:32])[C:6]=2[CH:33]=1. The catalyst class is: 4. (4) Reactant: [CH:1]1([O:7][C:8](=[O:17])[CH:9]([NH2:16])[C:10]2[CH:15]=[CH:14][CH:13]=[CH:12][CH:11]=2)[CH2:6][CH2:5][CH2:4][CH2:3][CH2:2]1.[C:18]([CH2:20][C:21](O)=[O:22])#[N:19].C(N(CC)CC)C.CN(C(ON1N=NC2C=CC=NC1=2)=[N+](C)C)C.F[P-](F)(F)(F)(F)F. Product: [CH:1]1([O:7][C:8](=[O:17])[CH:9]([NH:16][C:21](=[O:22])[CH2:20][C:18]#[N:19])[C:10]2[CH:15]=[CH:14][CH:13]=[CH:12][CH:11]=2)[CH2:2][CH2:3][CH2:4][CH2:5][CH2:6]1. The catalyst class is: 31. (5) Reactant: C[O-].[Na+].[C:4]([CH2:6][C:7]([O:9][CH3:10])=[O:8])#[N:5].[F:11][C:12]1[CH:17]=[C:16]([F:18])[C:15]([F:19])=[CH:14][C:13]=1[CH:20]=[CH:21][C:22]([O:24][CH2:25]C)=[O:23]. Product: [C:4]([CH:6]([CH:20]([C:13]1[CH:14]=[C:15]([F:19])[C:16]([F:18])=[CH:17][C:12]=1[F:11])[CH2:21][C:22]([O:24][CH3:25])=[O:23])[C:7]([O:9][CH3:10])=[O:8])#[N:5]. The catalyst class is: 5. (6) Reactant: [F:1][C:2]([F:36])([F:35])[C:3]1[CH:4]=[C:5]([C:13]([CH3:34])([CH3:33])[C:14]([N:16]([C:18]2[CH:19]=[N:20][C:21](Cl)=[CH:22][C:23]=2[C:24]2[CH:29]=[CH:28][C:27]([F:30])=[CH:26][C:25]=2[CH3:31])[CH3:17])=[O:15])[CH:6]=[C:7]([C:9]([F:12])([F:11])[F:10])[CH:8]=1.[OH:37][CH2:38][CH:39]1[CH2:44][CH2:43][NH:42][CH2:41][CH2:40]1.[Cl-].[Li+].C(=O)([O-])[O-].[K+].[K+]. Product: [F:1][C:2]([F:36])([F:35])[C:3]1[CH:4]=[C:5]([C:13]([CH3:34])([CH3:33])[C:14]([N:16]([C:18]2[C:23]([C:24]3[CH:29]=[CH:28][C:27]([F:30])=[CH:26][C:25]=3[CH3:31])=[CH:22][C:21]([N:42]3[CH2:43][CH2:44][CH:39]([CH2:38][OH:37])[CH2:40][CH2:41]3)=[N:20][CH:19]=2)[CH3:17])=[O:15])[CH:6]=[C:7]([C:9]([F:12])([F:11])[F:10])[CH:8]=1. The catalyst class is: 58. (7) The catalyst class is: 9. Reactant: [CH:1]1([N:7]=C=[N:7][CH:1]2[CH2:6][CH2:5][CH2:4][CH2:3][CH2:2]2)[CH2:6][CH2:5][CH2:4][CH2:3][CH2:2]1.[F:16][C:17]1[CH:25]=[CH:24][C:20]([C:21]([OH:23])=O)=[CH:19][C:18]=1[N+:26]([O-:28])=[O:27].O.ON1C2C=CC=CC=2N=N1.NC1C=CC=CC=1. Product: [N+:26]([C:18]1[CH:19]=[C:20]([CH:24]=[CH:25][C:17]=1[F:16])[C:21]([NH:7][C:1]1[CH:6]=[CH:5][CH:4]=[CH:3][CH:2]=1)=[O:23])([O-:28])=[O:27].